This data is from Catalyst prediction with 721,799 reactions and 888 catalyst types from USPTO. The task is: Predict which catalyst facilitates the given reaction. (1) Reactant: [NH2:1][C:2]1[CH:3]=[N:4][CH:5]=[CH:6][C:7]=1[OH:8].[NH2:9][C:10]1[C:11]([C:16](O)=[O:17])=[N:12][CH:13]=[CH:14][N:15]=1.C(N(CC)CC)C.F[B-](F)(F)F.N1(OC(N(C)C)=[N+](C)C)C2C=CC=CC=2N=N1. Product: [NH2:9][C:10]1[C:11]([C:16]([NH:1][C:2]2[CH:3]=[N:4][CH:5]=[CH:6][C:7]=2[OH:8])=[O:17])=[N:12][CH:13]=[CH:14][N:15]=1. The catalyst class is: 3. (2) Reactant: [CH3:1][CH2:2][N:3]([CH2:6][CH2:7][NH:8][C:9]([C:11]1[C:12]([CH3:29])=[C:13](/[CH:17]=[C:18]2/[C:19]3[CH:20]=[C:21]([F:28])[CH:22]=[CH:23][C:24]=3[NH:25][C:26]/2=[O:27])[NH:14][C:15]=1[CH3:16])=[O:10])[CH2:4][CH3:5].[C:30]([OH:39])(=[O:38])[C@H:31]([C@@H:33]([C:35]([OH:37])=[O:36])[OH:34])[OH:32]. Product: [CH3:1][CH2:2][N:3]([CH2:6][CH2:7][NH:8][C:9]([C:11]1[C:12]([CH3:29])=[C:13](/[CH:17]=[C:18]2/[C:19]3[CH:20]=[C:21]([F:28])[CH:22]=[CH:23][C:24]=3[NH:25][C:26]/2=[O:27])[NH:14][C:15]=1[CH3:16])=[O:10])[CH2:4][CH3:5].[C:30]([O-:39])(=[O:38])[C@H:31]([C@@H:33]([C:35]([O-:37])=[O:36])[OH:34])[OH:32]. The catalyst class is: 8. (3) Reactant: [CH2:1]([O:3][C:4]1[CH:10]=[CH:9][C:7]([NH2:8])=[CH:6][CH:5]=1)[CH3:2].C(O[BH-](OC(=O)C)OC(=O)C)(=O)C.[Na+].[CH3:25][C:26](=O)[CH2:27][CH3:28]. Product: [CH2:1]([O:3][C:4]1[CH:10]=[CH:9][C:7]([NH:8][CH:26]([CH2:27][CH3:28])[CH3:25])=[CH:6][CH:5]=1)[CH3:2]. The catalyst class is: 4. (4) Reactant: [CH3:1][C:2]([N:10]1[CH:14]=[C:13]([C:15]2[CH:20]=[CH:19][N:18]=[C:17]3[N:21]([CH2:24][O:25][CH2:26][CH2:27][Si:28]([CH3:31])([CH3:30])[CH3:29])[CH:22]=[CH:23][C:16]=23)[CH:12]=[N:11]1)([CH3:9])[CH2:3][C:4](OCC)=[O:5].C1COCC1.[H-].C([Al+]CC(C)C)C(C)C. Product: [CH3:9][C:2]([N:10]1[CH:14]=[C:13]([C:15]2[CH:20]=[CH:19][N:18]=[C:17]3[N:21]([CH2:24][O:25][CH2:26][CH2:27][Si:28]([CH3:31])([CH3:29])[CH3:30])[CH:22]=[CH:23][C:16]=23)[CH:12]=[N:11]1)([CH3:1])[CH2:3][CH2:4][OH:5]. The catalyst class is: 34. (5) Reactant: [OH-].[Na+].[Br:3][C:4]1[C:5]([O:22][CH2:23][C:24]2[CH:29]=[CH:28][CH:27]=[CH:26][CH:25]=2)=[CH:6][C:7]([O:14][CH2:15][C:16]2[CH:21]=[CH:20][CH:19]=[CH:18][CH:17]=2)=[C:8]([CH:13]=1)[C:9]([O:11]C)=[O:10]. Product: [Br:3][C:4]1[C:5]([O:22][CH2:23][C:24]2[CH:29]=[CH:28][CH:27]=[CH:26][CH:25]=2)=[CH:6][C:7]([O:14][CH2:15][C:16]2[CH:21]=[CH:20][CH:19]=[CH:18][CH:17]=2)=[C:8]([CH:13]=1)[C:9]([OH:11])=[O:10]. The catalyst class is: 1. (6) Reactant: [CH3:1][NH:2][CH2:3][C:4]1[C:12]2[O:11][N:10]=[C:9]([CH2:13][CH2:14][CH:15]3[CH2:20][CH2:19][N:18]([CH2:21][CH:22]4[O:26][CH2:25][CH2:24][O:23]4)[CH2:17][CH2:16]3)[C:8]=2[CH:7]=[CH:6][C:5]=1[O:27][CH2:28][C:29]1[CH:34]=[CH:33][C:32]([F:35])=[CH:31][CH:30]=1.[ClH:36].CC(C)=O. Product: [ClH:36].[ClH:36].[CH3:1][NH:2][CH2:3][C:4]1[C:12]2[O:11][N:10]=[C:9]([CH2:13][CH2:14][CH:15]3[CH2:16][CH2:17][N:18]([CH2:21][CH:22]4[O:26][CH2:25][CH2:24][O:23]4)[CH2:19][CH2:20]3)[C:8]=2[CH:7]=[CH:6][C:5]=1[O:27][CH2:28][C:29]1[CH:34]=[CH:33][C:32]([F:35])=[CH:31][CH:30]=1. The catalyst class is: 125. (7) Reactant: CC1C=CC(S(O[CH2:12][CH2:13][N:14]2[C:22]3[C:17](=[CH:18][CH:19]=[CH:20][CH:21]=3)[CH2:16][CH2:15]2)(=O)=O)=CC=1.[Cl:23][C:24]1[C:32]([F:33])=[C:31]2[C:27]([C:28]([S:35][C:36]3[C:37]([F:47])=[C:38]([CH:44]=[CH:45][CH:46]=3)[C:39]([O:41][CH2:42][CH3:43])=[O:40])=[C:29]([CH3:34])[NH:30]2)=[CH:26][CH:25]=1.C([O-])([O-])=O.[K+].[K+]. Product: [Cl:23][C:24]1[C:32]([F:33])=[C:31]2[C:27]([C:28]([S:35][C:36]3[C:37]([F:47])=[C:38]([CH:44]=[CH:45][CH:46]=3)[C:39]([O:41][CH2:42][CH3:43])=[O:40])=[C:29]([CH3:34])[N:30]2[CH2:12][CH2:13][N:14]2[C:22]3[C:17](=[CH:18][CH:19]=[CH:20][CH:21]=3)[CH2:16][CH2:15]2)=[CH:26][CH:25]=1. The catalyst class is: 1.